Dataset: Peptide-MHC class I binding affinity with 185,985 pairs from IEDB/IMGT. Task: Regression. Given a peptide amino acid sequence and an MHC pseudo amino acid sequence, predict their binding affinity value. This is MHC class I binding data. The peptide sequence is FHHRIRCKL. The MHC is HLA-B15:17 with pseudo-sequence HLA-B15:17. The binding affinity (normalized) is 0.0847.